From a dataset of Reaction yield outcomes from USPTO patents with 853,638 reactions. Predict the reaction yield, written as a fraction of the theoretical maximum amount of product (1.0 means a 100% yield; for example, 0.34 means a 34% yield). (1) The reactants are Br[C:2]1[C:7]([O:8][CH:9]2[CH2:14][CH2:13][CH2:12][CH2:11][CH2:10]2)=[CH:6][CH:5]=[CH:4][C:3]=1[C:15]1[C:20]([CH3:21])=[CH:19][C:18]([CH3:22])=[C:17]([C:23]2[CH:28]=[CH:27][CH:26]=[CH:25][CH:24]=2)[C:16]=1[CH3:29].C(OCCCC)CCC.[Li]C(C)(C)C.[C:44]([P:48]([C:50]([CH3:53])([CH3:52])[CH3:51])Cl)([CH3:47])([CH3:46])[CH3:45].[NH4+].[OH-]. The catalyst is Cl[Cu].CCOC(C)=O. The product is [C:44]([P:48]([C:50]([CH3:53])([CH3:52])[CH3:51])[C:2]1[C:7]([O:8][CH:9]2[CH2:14][CH2:13][CH2:12][CH2:11][CH2:10]2)=[CH:6][CH:5]=[CH:4][C:3]=1[C:15]1[C:20]([CH3:21])=[CH:19][C:18]([CH3:22])=[C:17]([C:23]2[CH:28]=[CH:27][CH:26]=[CH:25][CH:24]=2)[C:16]=1[CH3:29])([CH3:47])([CH3:46])[CH3:45]. The yield is 0.620. (2) The reactants are [C:1]([CH2:4][N:5]1[C:14]2[C:9](=[CH:10][CH:11]=[CH:12][CH:13]=2)[CH2:8][CH:7]([CH2:15][N:16]2[CH2:21][CH2:20][C:19]3([C:29]4[C:24](=[CH:25][CH:26]=[CH:27][CH:28]=4)[CH2:23][CH2:22]3)[CH2:18][CH2:17]2)[C:6]1=[O:30])(O)=[O:2].Cl.[CH3:32][NH:33][CH3:34].CCN=C=NCCCN(C)C.C1C=CC2N(O)N=NC=2C=1. The catalyst is C(Cl)Cl. The product is [CH3:32][N:33]([CH3:34])[C:1](=[O:2])[CH2:4][N:5]1[C:14]2[C:9](=[CH:10][CH:11]=[CH:12][CH:13]=2)[CH2:8][CH:7]([CH2:15][N:16]2[CH2:17][CH2:18][C:19]3([C:29]4[C:24](=[CH:25][CH:26]=[CH:27][CH:28]=4)[CH2:23][CH2:22]3)[CH2:20][CH2:21]2)[C:6]1=[O:30]. The yield is 0.770. (3) The catalyst is C(Cl)Cl.O. The reactants are [C:9](O[C:9]([O:11][C:12]([CH3:15])([CH3:14])[CH3:13])=[O:10])([O:11][C:12]([CH3:15])([CH3:14])[CH3:13])=[O:10].CCN(CC)CC.C1(C=CC(O)=CC=1)O.Cl.[C:32]([O:37][C:38](=[O:45])[C@@H:39]1[CH2:43][C@@H:42]([OH:44])[CH2:41][NH:40]1)(=[O:36])[C:33]([CH3:35])=[CH2:34].OS([O-])(=O)=O.[Na+]. The product is [C:12]([O:11][C:9]([N:40]1[CH2:41][C@H:42]([OH:44])[CH2:43][C@H:39]1[C:38]([O:37][C:32](=[O:36])[C:33]([CH3:35])=[CH2:34])=[O:45])=[O:10])([CH3:13])([CH3:14])[CH3:15]. The yield is 1.00. (4) The reactants are [Cl:1][C:2]1[N:7]=[CH:6][C:5]2[C:8](I)=[N:9][N:10]([CH:11]([CH3:13])[CH3:12])[C:4]=2[CH:3]=1.CC1(C)C(C)(C)OB([C:23](=[CH2:31])[CH2:24][CH2:25][C:26]([O:28][CH2:29][CH3:30])=[O:27])O1.C(=O)([O-])[O-].[K+].[K+]. The catalyst is O1CCOCC1.O.C1C=CC(P(C2C=CC=CC=2)[C-]2C=CC=C2)=CC=1.C1C=CC(P(C2C=CC=CC=2)[C-]2C=CC=C2)=CC=1.Cl[Pd]Cl.[Fe+2]. The product is [Cl:1][C:2]1[N:7]=[CH:6][C:5]2[C:8]([C:23](=[CH2:31])[CH2:24][CH2:25][C:26]([O:28][CH2:29][CH3:30])=[O:27])=[N:9][N:10]([CH:11]([CH3:13])[CH3:12])[C:4]=2[CH:3]=1. The yield is 0.270. (5) The reactants are [Br:1][C:2]1[CH:7]=[CH:6][C:5]([C:8]2[N:12]=[C:11]([NH:13][C:14]([CH3:18])([CH3:17])[CH2:15][OH:16])[S:10][N:9]=2)=[CH:4][CH:3]=1.C(N(CC)CC)C.Cl[C:27](Cl)([O:29]C(=O)OC(Cl)(Cl)Cl)Cl. The catalyst is C(Cl)Cl. The product is [Br:1][C:2]1[CH:3]=[CH:4][C:5]([C:8]2[N:12]=[C:11]([N:13]3[C:14]([CH3:18])([CH3:17])[CH2:15][O:16][C:27]3=[O:29])[S:10][N:9]=2)=[CH:6][CH:7]=1. The yield is 0.860.